Dataset: Peptide-MHC class I binding affinity with 185,985 pairs from IEDB/IMGT. Task: Regression. Given a peptide amino acid sequence and an MHC pseudo amino acid sequence, predict their binding affinity value. This is MHC class I binding data. The binding affinity (normalized) is 0.936. The MHC is HLA-A02:03 with pseudo-sequence HLA-A02:03. The peptide sequence is YLYDETQDV.